This data is from Reaction yield outcomes from USPTO patents with 853,638 reactions. The task is: Predict the reaction yield, written as a fraction of the theoretical maximum amount of product (1.0 means a 100% yield; for example, 0.34 means a 34% yield). (1) The reactants are Br[CH2:2][CH2:3][C:4]1[CH:5]=[C:6]([NH:10][C:11]2[N:16]=[C:15]([NH:17][CH2:18][CH2:19][CH2:20][C:21]3[CH:22]=[C:23]([OH:27])[CH:24]=[CH:25][CH:26]=3)[C:14]([Cl:28])=[CH:13][N:12]=2)[CH:7]=[CH:8][CH:9]=1.[OH-].[Na+].Cl. The catalyst is O1CCCC1.O. The product is [Cl:28][C:14]1[CH:13]=[N:12][C:11]2=[N:16][C:15]=1[NH:17][CH2:18][CH2:19][CH2:20][C:21]1[CH:22]=[C:23]([O:27][CH2:2][CH2:3][C:4]3[CH:5]=[C:6]([NH:10]2)[CH:7]=[CH:8][CH:9]=3)[CH:24]=[CH:25][CH:26]=1. The yield is 0.110. (2) The reactants are [Br:1][C:2]1[CH:7]=[CH:6][CH:5]=[CH:4][C:3]=1[OH:8].I[CH2:10][CH3:11].C(=O)([O-])[O-].[K+].[K+]. The catalyst is CC(C)=O. The product is [Br:1][C:2]1[CH:7]=[CH:6][CH:5]=[CH:4][C:3]=1[O:8][CH2:10][CH3:11]. The yield is 0.950. (3) The reactants are Cl[C:2]1[CH:3]=[C:4]([C:8]2[S:12][C:11]([C:13]([O:15][CH2:16][CH3:17])=[O:14])=[CH:10][CH:9]=2)[N:5]=[N:6][CH:7]=1.[CH:18]1(B(O)O)[CH2:20][CH2:19]1.P([O-])([O-])([O-])=O.[K+].[K+].[K+].C1(P(C2CCCCC2)C2CCCCC2)CCCCC1. The catalyst is C1(C)C=CC=CC=1.C([O-])(=O)C.[Pd+2].C([O-])(=O)C.CCOC(C)=O.C(Cl)Cl. The product is [CH:18]1([C:2]2[CH:3]=[C:4]([C:8]3[S:12][C:11]([C:13]([O:15][CH2:16][CH3:17])=[O:14])=[CH:10][CH:9]=3)[N:5]=[N:6][CH:7]=2)[CH2:20][CH2:19]1. The yield is 0.750. (4) The reactants are [Br:1][C:2]1[CH:3]=[N:4][N:5]([CH3:25])[C:6]=1[C:7]1[CH:12]=[C:11]([N+:13]([O-])=O)[CH:10]=[CH:9][C:8]=1[O:16][CH2:17][CH2:18][C:19]1[CH:24]=[CH:23][CH:22]=[CH:21][CH:20]=1.O.O.Cl[Sn]Cl. The catalyst is CCO. The product is [Br:1][C:2]1[CH:3]=[N:4][N:5]([CH3:25])[C:6]=1[C:7]1[CH:12]=[C:11]([NH2:13])[CH:10]=[CH:9][C:8]=1[O:16][CH2:17][CH2:18][C:19]1[CH:20]=[CH:21][CH:22]=[CH:23][CH:24]=1.[NH2:13][C:11]1[CH:12]=[CH:7][CH:8]=[CH:9][CH:10]=1. The yield is 0.800. (5) The reactants are [Cl-].[CH3:2][O:3][CH2:4][P+](C1C=CC=CC=1)(C1C=CC=CC=1)C1C=CC=CC=1.C([Li])CCC.[Br:29][C:30]1[CH:47]=[CH:46][C:33]([CH2:34][CH:35]2[C:44](=O)[CH2:43][CH2:42][C:37]3([O:41][CH2:40][CH2:39][O:38]3)[CH2:36]2)=[CH:32][CH:31]=1. The catalyst is C1COCC1. The product is [Br:29][C:30]1[CH:47]=[CH:46][C:33]([CH2:34][CH:35]2[C:44](=[CH:2][O:3][CH3:4])[CH2:43][CH2:42][C:37]3([O:41][CH2:40][CH2:39][O:38]3)[CH2:36]2)=[CH:32][CH:31]=1. The yield is 0.720.